This data is from SARS-CoV-2 main protease (3CLPro) crystallographic fragment screen with 879 compounds. The task is: Binary Classification. Given a drug SMILES string, predict its activity (active/inactive) in a high-throughput screening assay against a specified biological target. (1) The drug is CNCCC1CCCCC1. The result is 0 (inactive). (2) The drug is CCC(=O)Nc1c(C(N)=O)oc2ccccc12. The result is 0 (inactive). (3) The compound is Fc1cccc(CNCc2ccco2)c1. The result is 1 (active). (4) The result is 0 (inactive). The drug is OC[C@H]1COC[C@H]1c1ccccc1F. (5) The compound is CNCC(=O)Nc1cc(C)ccn1. The result is 0 (inactive). (6) The molecule is CN(Cc1cccc(F)c1)S(N)(=O)=O. The result is 0 (inactive). (7) The drug is CC(NC(=O)CCl)c1cccc(Cl)c1. The result is 1 (active). (8) The molecule is NC(=O)c1ccc(I)cc1. The result is 0 (inactive). (9) The drug is COc1cccc2[nH]ccc12. The result is 0 (inactive).